This data is from Catalyst prediction with 721,799 reactions and 888 catalyst types from USPTO. The task is: Predict which catalyst facilitates the given reaction. (1) Reactant: [C:1]([C:3]1[C:4]([NH:18][CH2:19][CH2:20][CH3:21])=[N:5][C:6]([NH:9][CH2:10][CH2:11][C:12]2[CH:17]=[CH:16][N:15]=[CH:14][CH:13]=2)=[N:7][CH:8]=1)#[N:2].[Cl-].[NH4+].[N-:24]=[N+:25]=[N-:26].[Na+].C(O)(=O)CC(CC(O)=O)(C(O)=O)O. Product: [CH2:19]([NH:18][C:4]1[C:3]([C:1]2[NH:26][N:25]=[N:24][N:2]=2)=[CH:8][N:7]=[C:6]([NH:9][CH2:10][CH2:11][C:12]2[CH:13]=[CH:14][N:15]=[CH:16][CH:17]=2)[N:5]=1)[CH2:20][CH3:21]. The catalyst class is: 794. (2) Reactant: [F:1][C:2]1([F:26])[CH2:8][N:7]([C:9]2[N:13]([CH3:14])[N:12]=[CH:11][C:10]=2[N+:15]([O-])=O)[CH2:6][CH2:5][CH:4]([NH:18][C:19](=[O:25])[O:20][C:21]([CH3:24])([CH3:23])[CH3:22])[CH2:3]1.[Cl-].[NH4+]. Product: [NH2:15][C:10]1[CH:11]=[N:12][N:13]([CH3:14])[C:9]=1[N:7]1[CH2:8][C:2]([F:26])([F:1])[CH2:3][CH:4]([NH:18][C:19](=[O:25])[O:20][C:21]([CH3:22])([CH3:23])[CH3:24])[CH2:5][CH2:6]1. The catalyst class is: 190. (3) Reactant: S(=O)(=O)(O)N.Cl([O-])=[O:7].[Na+].[CH2:10]([O:17][C:18]1[C:19]([CH:34]=[O:35])=[N:20][CH:21]=[CH:22][C:23]=1[O:24][CH2:25][C:26]1[CH:31]=[CH:30][C:29]([O:32][CH3:33])=[CH:28][CH:27]=1)[C:11]1[CH:16]=[CH:15][CH:14]=[CH:13][CH:12]=1. Product: [CH2:10]([O:17][C:18]1[C:19]([C:34]([OH:7])=[O:35])=[N:20][CH:21]=[CH:22][C:23]=1[O:24][CH2:25][C:26]1[CH:27]=[CH:28][C:29]([O:32][CH3:33])=[CH:30][CH:31]=1)[C:11]1[CH:16]=[CH:15][CH:14]=[CH:13][CH:12]=1. The catalyst class is: 95. (4) Reactant: Br[C:2]1[CH:9]=[CH:8][C:5]([CH:6]=[O:7])=[CH:4][CH:3]=1.C1(C)C=CC=CC=1P(C1C=CC=CC=1C)C1C=CC=CC=1C.[CH2:32]([N:36]([CH2:45][CH2:46][CH2:47][CH3:48])[C:37]1[CH:44]=[CH:43][C:40]([CH:41]=[CH2:42])=[CH:39][CH:38]=1)[CH2:33][CH2:34][CH3:35]. Product: [CH2:32]([N:36]([CH2:45][CH2:46][CH2:47][CH3:48])[C:37]1[CH:38]=[CH:39][C:40](/[CH:41]=[CH:42]/[C:2]2[CH:9]=[CH:8][C:5]([CH:6]=[O:7])=[CH:4][CH:3]=2)=[CH:43][CH:44]=1)[CH2:33][CH2:34][CH3:35]. The catalyst class is: 318. (5) Reactant: [C:1]([O:5][C:6]([NH:8][CH2:9][CH2:10][CH2:11][C@H:12]([NH:17][C:18]([C:20]1[C:21](=[O:39])[N:22]([CH:26]([C:33]2[CH:38]=[CH:37][CH:36]=[CH:35][CH:34]=2)[C:27]2[CH:32]=[CH:31][CH:30]=[CH:29][CH:28]=2)[CH:23]=[CH:24][CH:25]=1)=[O:19])[C:13]([O:15]C)=[O:14])=[O:7])([CH3:4])([CH3:3])[CH3:2].CO.C1COCC1.[OH-].[Na+]. Product: [C:1]([O:5][C:6]([NH:8][CH2:9][CH2:10][CH2:11][C@H:12]([NH:17][C:18]([C:20]1[C:21](=[O:39])[N:22]([CH:26]([C:33]2[CH:38]=[CH:37][CH:36]=[CH:35][CH:34]=2)[C:27]2[CH:32]=[CH:31][CH:30]=[CH:29][CH:28]=2)[CH:23]=[CH:24][CH:25]=1)=[O:19])[C:13]([OH:15])=[O:14])=[O:7])([CH3:4])([CH3:2])[CH3:3]. The catalyst class is: 6. (6) Reactant: CN(C)/[CH:3]=[C:4]1\[CH2:5][CH2:6][CH2:7][C:8]([OH:17])(C2C=NC=CC=2)[C:9]\1=O.[N+]([O-])(O)=O.[N+]([O-])(O)=O.[CH3:27][O:28][C:29]1[CH:30]=[C:31]([NH:41][C:42]([NH2:44])=[NH:43])[CH:32]=[CH:33][C:34]=1[N:35]1[CH:39]=[C:38]([CH3:40])[N:37]=[CH:36]1.C(N(CC)CC)C. Product: [CH3:27][O:28][C:29]1[CH:30]=[C:31]([NH:41][C:42]2[N:44]=[CH:3][C:4]3[CH2:5][CH2:6][CH2:7][CH:8]([OH:17])[C:9]=3[N:43]=2)[CH:32]=[CH:33][C:34]=1[N:35]1[CH:39]=[C:38]([CH3:40])[N:37]=[CH:36]1. The catalyst class is: 199. (7) The catalyst class is: 202. Reactant: [NH2:1][C:2]1[S:3][C:4]2[CH:10]=[CH:9][CH:8]=[CH:7][C:5]=2[N:6]=1.[CH2:11]([C:15]1[CH:23]=[CH:22][C:18]([C:19](Cl)=[O:20])=[CH:17][CH:16]=1)[CH2:12][CH2:13][CH3:14].[OH-].[Na+]. Product: [CH2:11]([C:15]1[CH:16]=[CH:17][C:18]([C:19]([NH:1][C:2]2[S:3][C:4]3[CH:10]=[CH:9][CH:8]=[CH:7][C:5]=3[N:6]=2)=[O:20])=[CH:22][CH:23]=1)[CH2:12][CH2:13][CH3:14]. (8) Reactant: [CH3:1][O:2][C:3]1[CH:12]=[C:11]2[C:6]([CH:7]=[CH:8][CH:9]=[N:10]2)=[CH:5][CH:4]=1. Product: [CH3:1][O:2][C:3]1[CH:12]=[C:11]2[C:6]([CH2:7][CH2:8][CH2:9][NH:10]2)=[CH:5][CH:4]=1. The catalyst class is: 458. (9) Reactant: [O:1]=[C:2]([C:8]1[CH:13]=[CH:12][CH:11]=[C:10]([CH2:14][CH2:15][CH2:16][CH2:17][CH3:18])[CH:9]=1)[C:3]([O:5]CC)=[O:4].[OH-].[Li+]. Product: [O:1]=[C:2]([C:8]1[CH:13]=[CH:12][CH:11]=[C:10]([CH2:14][CH2:15][CH2:16][CH2:17][CH3:18])[CH:9]=1)[C:3]([OH:5])=[O:4]. The catalyst class is: 10. (10) Product: [CH3:2][C:1]([C:4]1[CH:9]=[CH:8][CH:7]=[C:6]([N+:10]([O-:12])=[O:11])[CH:5]=1)=[O:3]. The catalyst class is: 445. Reactant: [C:1]([C:4]1[CH:9]=[CH:8][CH:7]=[CH:6][CH:5]=1)(=[O:3])[CH3:2].[N+:10]([O-])([OH:12])=[O:11].